From a dataset of Merck oncology drug combination screen with 23,052 pairs across 39 cell lines. Regression. Given two drug SMILES strings and cell line genomic features, predict the synergy score measuring deviation from expected non-interaction effect. (1) Drug 1: CC1(c2nc3c(C(N)=O)cccc3[nH]2)CCCN1. Drug 2: COC1CC2CCC(C)C(O)(O2)C(=O)C(=O)N2CCCCC2C(=O)OC(C(C)CC2CCC(OP(C)(C)=O)C(OC)C2)CC(=O)C(C)C=C(C)C(O)C(OC)C(=O)C(C)CC(C)C=CC=CC=C1C. Cell line: KPL1. Synergy scores: synergy=41.6. (2) Drug 1: CC1CC2C3CCC4=CC(=O)C=CC4(C)C3(F)C(O)CC2(C)C1(O)C(=O)CO. Drug 2: Cn1nnc2c(C(N)=O)ncn2c1=O. Cell line: CAOV3. Synergy scores: synergy=-54.7. (3) Drug 1: CN(C)C(=N)N=C(N)N. Drug 2: Cn1c(=O)n(-c2ccc(C(C)(C)C#N)cc2)c2c3cc(-c4cnc5ccccc5c4)ccc3ncc21. Cell line: LOVO. Synergy scores: synergy=14.8. (4) Synergy scores: synergy=4.26. Drug 1: C=CCn1c(=O)c2cnc(Nc3ccc(N4CCN(C)CC4)cc3)nc2n1-c1cccc(C(C)(C)O)n1. Cell line: SW620. Drug 2: NC(=O)c1cccc2cn(-c3ccc(C4CCCNC4)cc3)nc12.